Predict the product of the given reaction. From a dataset of Forward reaction prediction with 1.9M reactions from USPTO patents (1976-2016). (1) Given the reactants [CH2:1]([C:3]([F:31])([CH2:29][CH3:30])[CH2:4][N:5]1[CH2:10][CH2:9][CH:8]([CH2:11][O:12][C:13]2[N:18]=[CH:17][C:16]([C:19]3[CH:27]=[CH:26][C:22]([C:23]([OH:25])=O)=[C:21]([F:28])[CH:20]=3)=[CH:15][CH:14]=2)[CH2:7][CH2:6]1)[CH3:2].C(Cl)CCl.C1C=CC2N(O)N=NC=2C=1.CCN(C(C)C)C(C)C.[NH:55]1[CH2:60][CH2:59][CH2:58][C@@H:57]([OH:61])[CH2:56]1, predict the reaction product. The product is: [CH2:1]([C:3]([F:31])([CH2:29][CH3:30])[CH2:4][N:5]1[CH2:6][CH2:7][CH:8]([CH2:11][O:12][C:13]2[N:18]=[CH:17][C:16]([C:19]3[CH:27]=[CH:26][C:22]([C:23]([N:55]4[CH2:60][CH2:59][CH2:58][C@@H:57]([OH:61])[CH2:56]4)=[O:25])=[C:21]([F:28])[CH:20]=3)=[CH:15][CH:14]=2)[CH2:9][CH2:10]1)[CH3:2]. (2) Given the reactants [Br:1][C:2]1[CH:10]=[CH:9][CH:8]=[C:7]2[C:3]=1[CH:4]=[N:5][NH:6]2.[F:11][C:12]1[CH:17]=[CH:16][C:15](B(O)O)=[CH:14][N:13]=1.N1C=CC=CC=1, predict the reaction product. The product is: [Br:1][C:2]1[CH:10]=[CH:9][CH:8]=[C:7]2[C:3]=1[CH:4]=[N:5][N:6]2[C:15]1[CH:14]=[N:13][C:12]([F:11])=[CH:17][CH:16]=1. (3) Given the reactants [C:1]1(=[O:11])[NH:5][C:4](=[O:6])[C:3]2=[CH:7][CH:8]=[CH:9][CH:10]=[C:2]12.[K].[Br:13][C:14]1[N:15]=[C:16]([CH2:19]Br)[S:17][CH:18]=1.C1OCCOCCOCCOCCOCCOC1, predict the reaction product. The product is: [Br:13][C:14]1[N:15]=[C:16]([CH2:19][N:5]2[C:1](=[O:11])[C:2]3[C:3](=[CH:7][CH:8]=[CH:9][CH:10]=3)[C:4]2=[O:6])[S:17][CH:18]=1. (4) Given the reactants C(O[C:5](=[O:7])C)(=O)C.C(O)=O.[Br:11][C:12]1[CH:18]=[CH:17][CH:16]=[CH:15][C:13]=1[NH2:14], predict the reaction product. The product is: [Br:11][C:12]1[CH:18]=[CH:17][CH:16]=[CH:15][C:13]=1[NH:14][CH:5]=[O:7]. (5) Given the reactants [F:1][C:2]1[C:3]([O:47][CH2:48][O:49][CH2:50]C[Si](C)(C)C)=[CH:4][C:5]([CH2:42][C:43]([F:46])([F:45])[F:44])=[C:6]([C:8]2[N:13]=[C:12]([NH:14][CH2:15][C:16]3[CH:21]=[CH:20][CH:19]=[CH:18][C:17]=3[N:22]([CH3:27])[S:23]([CH3:26])(=[O:25])=[O:24])[C:11]3[C:28]([C:39]([OH:41])=O)=[N:29][N:30]([CH2:31][O:32][CH2:33][CH2:34][Si:35]([CH3:38])([CH3:37])[CH3:36])[C:10]=3[CH:9]=2)[CH:7]=1.[CH3:56][Si:57]([CH:60]=[N+]=[N-])([CH3:59])[CH3:58].C1COCC1.O.[NH2:69][NH2:70], predict the reaction product. The product is: [F:1][C:2]1[C:3]([O:47][CH2:48][O:49][CH2:50][CH2:60][Si:57]([CH3:56])([CH3:58])[CH3:59])=[CH:4][C:5]([CH2:42][C:43]([F:45])([F:44])[F:46])=[C:6]([C:8]2[N:13]=[C:12]([NH:14][CH2:15][C:16]3[CH:21]=[CH:20][CH:19]=[CH:18][C:17]=3[N:22]([CH3:27])[S:23]([CH3:26])(=[O:24])=[O:25])[C:11]3[C:28]([C:39]([NH:69][NH2:70])=[O:41])=[N:29][N:30]([CH2:31][O:32][CH2:33][CH2:34][Si:35]([CH3:37])([CH3:36])[CH3:38])[C:10]=3[CH:9]=2)[CH:7]=1.